This data is from Full USPTO retrosynthesis dataset with 1.9M reactions from patents (1976-2016). The task is: Predict the reactants needed to synthesize the given product. (1) Given the product [NH:1]1[C:9]2[C:4](=[CH:5][CH:6]=[CH:7][CH:8]=2)[C:3]([C:10]([O:12][CH2:17][CH3:18])=[O:11])=[N:2]1, predict the reactants needed to synthesize it. The reactants are: [NH:1]1[C:9]2[C:4](=[CH:5][CH:6]=[CH:7][CH:8]=2)[C:3]([C:10]([OH:12])=[O:11])=[N:2]1.S(Cl)(Cl)=O.[CH3:17][CH2:18]O. (2) Given the product [NH:30]1[C:34]2[CH:35]=[CH:36][C:37]([C:39]([N:3]3[CH2:4][C:5]4([CH2:6][CH2:7][N:8]([C:11]([O:13][CH2:14][C:15]5[CH:20]=[C:19]([Cl:21])[CH:18]=[C:17]([Cl:22])[CH:16]=5)=[O:12])[CH2:9][CH2:10]4)[CH2:2]3)=[O:40])=[CH:38][C:33]=2[N:32]=[N:31]1, predict the reactants needed to synthesize it. The reactants are: Cl.[CH2:2]1[C:5]2([CH2:10][CH2:9][N:8]([C:11]([O:13][CH2:14][C:15]3[CH:20]=[C:19]([Cl:21])[CH:18]=[C:17]([Cl:22])[CH:16]=3)=[O:12])[CH2:7][CH2:6]2)[CH2:4][NH:3]1.CN1CCOCC1.[NH:30]1[C:34]2[CH:35]=[CH:36][C:37]([C:39](O)=[O:40])=[CH:38][C:33]=2[N:32]=[N:31]1.F[P-](F)(F)(F)(F)F.N1(OC(N(C)C)=[N+](C)C)C2N=CC=CC=2N=N1. (3) The reactants are: [F:1][C:2]1[CH:7]=[C:6]([F:8])[CH:5]=[CH:4][C:3]=1/[CH:9]=[C:10](\[C:13]1[CH:14]=[CH:15][C:16]2[O:21][CH2:20][C:19](=[O:22])[NH:18][C:17]=2[CH:23]=1)/[CH:11]=O.[NH2:24][C:25]([NH2:27])=[S:26].Cl.C([O-])(O)=O.[Na+]. Given the product [NH2:27][C:25]1[S:26][CH:9]([C:3]2[CH:4]=[CH:5][C:6]([F:8])=[CH:7][C:2]=2[F:1])[C:10]([C:13]2[CH:14]=[CH:15][C:16]3[O:21][CH2:20][C:19](=[O:22])[NH:18][C:17]=3[CH:23]=2)=[CH:11][N:24]=1, predict the reactants needed to synthesize it. (4) Given the product [CH3:1][C:2]1[N:3]([CH2:29][C:30]([OH:32])=[O:31])[C:4]2[CH2:5][CH2:6][C:7]([CH3:28])([CH3:27])[CH2:8][C:9]=2[C:10]=1[CH2:11][C:12]1[CH:17]=[CH:16][CH:15]=[CH:14][C:13]=1[S:18]([C:21]1[CH:22]=[CH:23][CH:24]=[CH:25][CH:26]=1)(=[O:19])=[O:20], predict the reactants needed to synthesize it. The reactants are: [CH3:1][C:2]1[N:3]([CH2:29][C:30]([O:32]CC)=[O:31])[C:4]2[CH2:5][CH2:6][C:7]([CH3:28])([CH3:27])[CH2:8][C:9]=2[C:10]=1[CH2:11][C:12]1[CH:17]=[CH:16][CH:15]=[CH:14][C:13]=1[S:18]([C:21]1[CH:26]=[CH:25][CH:24]=[CH:23][CH:22]=1)(=[O:20])=[O:19].O.O.[OH-].[Li+]. (5) Given the product [CH3:1][O:2][C:3]1[CH:4]=[CH:5][C:6]([CH2:7][S:8][C:9]2[CH:14]=[CH:13][N:12]=[C:11]([NH2:15])[CH:10]=2)=[CH:29][CH:30]=1, predict the reactants needed to synthesize it. The reactants are: [CH3:1][O:2][C:3]1[CH:30]=[CH:29][C:6]([CH2:7][S:8][C:9]2[CH:14]=[CH:13][N:12]=[C:11]([N:15]=C(C3C=CC=CC=3)C3C=CC=CC=3)[CH:10]=2)=[CH:5][CH:4]=1.Cl.NO.O.O.O.C([O-])(=O)C.[Na+]. (6) Given the product [Br:6][C:7]1[CH:8]=[C:9]([C:13]2[C:22]([CH:3]=[O:4])=[C:16]3[CH:17]=[CH:18][CH:19]=[C:20]([Cl:21])[N:15]3[N:14]=2)[CH:10]=[CH:11][CH:12]=1, predict the reactants needed to synthesize it. The reactants are: CN(C)[CH:3]=[O:4].[Br:6][C:7]1[CH:8]=[C:9]([C:13]2[CH:22]=[C:16]3[CH:17]=[CH:18][CH:19]=[C:20]([Cl:21])[N:15]3[N:14]=2)[CH:10]=[CH:11][CH:12]=1.P(Cl)(Cl)(Cl)=O.O. (7) Given the product [Cl:1][C:2]1[C:3]([C:8]([NH:22][C:23]2[CH:44]=[CH:43][CH:42]=[C:25]([O:26][C:27]3[CH:28]=[CH:29][C:30]4[N:31]([N:33]=[C:34]([NH:36][C:37]([CH:39]5[CH2:40][CH2:41]5)=[O:38])[N:35]=4)[CH:32]=3)[CH:24]=2)=[O:10])=[N:4][N:5]([CH3:7])[CH:6]=1, predict the reactants needed to synthesize it. The reactants are: [Cl:1][C:2]1[C:3]([C:8]([OH:10])=O)=[N:4][N:5]([CH3:7])[CH:6]=1.O1CCCC1.C(Cl)(=O)C(Cl)=O.[NH2:22][C:23]1[CH:24]=[C:25]([CH:42]=[CH:43][CH:44]=1)[O:26][C:27]1[CH:28]=[CH:29][C:30]2[N:31]([N:33]=[C:34]([NH:36][C:37]([CH:39]3[CH2:41][CH2:40]3)=[O:38])[N:35]=2)[CH:32]=1. (8) Given the product [F:27][C:21]1[CH:22]=[C:23]([F:26])[CH:24]=[CH:25][C:20]=1[N:16]1[C:15]([C:9]2[S:8][C:7]3[C:6]4[N:28]=[C:2]([NH:35][CH:32]5[CH2:33][CH2:34][O:29][CH2:30][CH2:31]5)[CH:3]=[CH:4][C:5]=4[O:14][CH2:13][CH2:12][C:11]=3[CH:10]=2)=[N:19][CH:18]=[N:17]1, predict the reactants needed to synthesize it. The reactants are: Cl[C:2]1[CH:3]=[CH:4][C:5]2[O:14][CH2:13][CH2:12][C:11]3[CH:10]=[C:9]([C:15]4[N:16]([C:20]5[CH:25]=[CH:24][C:23]([F:26])=[CH:22][C:21]=5[F:27])[N:17]=[CH:18][N:19]=4)[S:8][C:7]=3[C:6]=2[N:28]=1.[O:29]1[CH2:34][CH2:33][CH:32]([NH2:35])[CH2:31][CH2:30]1.CC(C1C=C(C(C)C)C(C2C=CC=CC=2P(C2CCCCC2)C2CCCCC2)=C(C(C)C)C=1)C.CC(C)([O-])C. (9) Given the product [Cl:1][C:2]1[CH:3]=[C:4]([CH:9]2[CH2:13][CH2:12][NH:11][CH2:10]2)[CH:5]=[CH:6][C:7]=1[Cl:8], predict the reactants needed to synthesize it. The reactants are: [Cl:1][C:2]1[CH:3]=[C:4]([C:9]2[CH2:10][NH:11][CH2:12][CH:13]=2)[CH:5]=[CH:6][C:7]=1[Cl:8].[H][H].